This data is from Full USPTO retrosynthesis dataset with 1.9M reactions from patents (1976-2016). The task is: Predict the reactants needed to synthesize the given product. (1) Given the product [CH:2]1([CH:8]2[C:12]3[C:13]([CH3:33])=[C:14]([N:19]4[CH2:20][CH2:21][N:22]([C:25]5[CH:26]=[CH:27][C:28]([O:31][CH3:32])=[CH:29][CH:30]=5)[CH2:23][CH2:24]4)[C:15]([CH3:18])=[C:16]([CH3:17])[C:11]=3[O:10][C:9]2([CH3:35])[CH3:34])[CH2:7][CH2:6][CH2:5][CH2:4][CH2:3]1, predict the reactants needed to synthesize it. The reactants are: Cl.[C:2]1(=[C:8]2[C:12]3[C:13]([CH3:33])=[C:14]([N:19]4[CH2:24][CH2:23][N:22]([C:25]5[CH:30]=[CH:29][C:28]([O:31][CH3:32])=[CH:27][CH:26]=5)[CH2:21][CH2:20]4)[C:15]([CH3:18])=[C:16]([CH3:17])[C:11]=3[O:10][C:9]2([CH3:35])[CH3:34])[CH2:7][CH2:6][CH2:5][CH2:4][CH2:3]1. (2) Given the product [CH:1]([NH:4][CH2:5][CH2:6][NH:7][C:14]1[C:15]2[CH:34]=[CH:33][NH:32][C:16]=2[N:17]=[C:18]([NH:20][C:21]2[CH:22]=[C:23]([NH:27][S:28]([CH3:31])(=[O:30])=[O:29])[CH:24]=[CH:25][CH:26]=2)[N:19]=1)([CH3:3])[CH3:2], predict the reactants needed to synthesize it. The reactants are: [CH:1]([NH:4][CH2:5][CH2:6][NH2:7])([CH3:3])[CH3:2].C1(N)CCC1.Cl[C:14]1[C:15]2[CH:34]=[CH:33][NH:32][C:16]=2[N:17]=[C:18]([NH:20][C:21]2[CH:22]=[C:23]([NH:27][S:28]([CH3:31])(=[O:30])=[O:29])[CH:24]=[CH:25][CH:26]=2)[N:19]=1.ClC1N=C(NC2C=C(NS(C)(=O)=O)C=CC=2)N=C2C=1N=CN2. (3) Given the product [Cl:1][C:2]1[N:7]=[CH:6][C:5]([NH:8][C:9](=[O:15])[O:10][C:11]([CH3:12])([CH3:14])[CH3:13])=[C:4]([I:21])[CH:3]=1, predict the reactants needed to synthesize it. The reactants are: [Cl:1][C:2]1[N:7]=[CH:6][C:5]([NH:8][C:9](=[O:15])[O:10][C:11]([CH3:14])([CH3:13])[CH3:12])=[CH:4][CH:3]=1.[Li]CCCC.[I:21]I.O. (4) Given the product [CH3:30][C:29]1[C:24]([N:21]2[CH2:22][CH2:23][N:18]([C:16]([C:3]3[CH:4]=[CH:5][C:6]([CH2:8][N:9]4[CH2:13][CH2:12][CH2:11][S:10]4(=[O:15])=[O:14])=[CH:7][C:2]=3[C:34]#[N:35])=[O:17])[CH2:19][CH2:20]2)=[N:25][CH:26]=[C:27]([CH3:31])[CH:28]=1, predict the reactants needed to synthesize it. The reactants are: Br[C:2]1[CH:7]=[C:6]([CH2:8][N:9]2[CH2:13][CH2:12][CH2:11][S:10]2(=[O:15])=[O:14])[CH:5]=[CH:4][C:3]=1[C:16]([N:18]1[CH2:23][CH2:22][N:21]([C:24]2[C:29]([CH3:30])=[CH:28][C:27]([CH3:31])=[CH:26][N:25]=2)[CH2:20][CH2:19]1)=[O:17].O.N.[CH3:34][N:35](C)C=O.